From a dataset of Reaction yield outcomes from USPTO patents with 853,638 reactions. Predict the reaction yield, written as a fraction of the theoretical maximum amount of product (1.0 means a 100% yield; for example, 0.34 means a 34% yield). (1) The catalyst is Cl[Pd](Cl)([P](C1C=CC=CC=1)(C1C=CC=CC=1)C1C=CC=CC=1)[P](C1C=CC=CC=1)(C1C=CC=CC=1)C1C=CC=CC=1.O. The product is [O:23]=[C:7]1[C:6]2[CH:24]=[C:2]([C:25]3[CH:30]=[CH:29][CH:28]=[CH:27][CH:26]=3)[CH:3]=[CH:4][C:5]=2[O:11][CH2:10][CH:9]2[CH2:12][N:13]([C:16]([O:18][C:19]([CH3:22])([CH3:21])[CH3:20])=[O:17])[CH2:14][CH2:15][N:8]12. The reactants are Br[C:2]1[CH:3]=[CH:4][C:5]2[O:11][CH2:10][CH:9]3[CH2:12][N:13]([C:16]([O:18][C:19]([CH3:22])([CH3:21])[CH3:20])=[O:17])[CH2:14][CH2:15][N:8]3[C:7](=[O:23])[C:6]=2[CH:24]=1.[C:25]1(B(O)O)[CH:30]=[CH:29][CH:28]=[CH:27][CH:26]=1.C(=O)([O-])[O-].[K+].[K+].O1CCOCC1. The yield is 0.800. (2) The reactants are CC(C)([O-])C.[K+].[Si:7]([O:14][C@@H:15]1[C@H:19]([CH2:20][O:21][Si:22]([C:25]([CH3:28])([CH3:27])[CH3:26])([CH3:24])[CH3:23])[CH2:18][C@@H:17]([O:29][C:30]2[CH:35]=[CH:34][N:33]=[C:32](Cl)[CH:31]=2)[CH2:16]1)([C:10]([CH3:13])([CH3:12])[CH3:11])([CH3:9])[CH3:8].[Cl:37][C:38]1[CH:39]=[C:40]2[C:44](=[CH:45][CH:46]=1)[C@@H:43]([NH2:47])[CH2:42][C:41]2([CH3:49])[CH3:48].CCOC(C)=O. The catalyst is COCCOC. The product is [Si:22]([O:21][C@@H:20]1[C@H:19]([CH2:15][O:14][Si:7]([C:10]([CH3:12])([CH3:11])[CH3:13])([CH3:9])[CH3:8])[CH2:18][C@@H:17]([O:29][C:30]2[CH:35]=[CH:34][N:33]=[C:32]([NH:47][C@@H:43]3[C:44]4[C:40](=[CH:39][C:38]([Cl:37])=[CH:46][CH:45]=4)[C:41]([CH3:49])([CH3:48])[CH2:42]3)[CH:31]=2)[CH2:16]1)([C:25]([CH3:27])([CH3:28])[CH3:26])([CH3:24])[CH3:23]. The yield is 0.180.